Predict the reactants needed to synthesize the given product. From a dataset of Full USPTO retrosynthesis dataset with 1.9M reactions from patents (1976-2016). (1) Given the product [CH3:1][O:2][C:3](=[O:36])[CH2:4][C:5]1[CH:10]=[CH:9][C:8]([C:42]#[C:41][Si:38]([CH3:40])([CH3:39])[CH3:37])=[C:7]([O:19][C:20]2[CH:25]=[CH:24][C:23]([N+:26]([O-:28])=[O:27])=[CH:22][C:21]=2[CH2:29][S:30][CH2:31][C:32]([F:35])([F:34])[F:33])[CH:6]=1, predict the reactants needed to synthesize it. The reactants are: [CH3:1][O:2][C:3](=[O:36])[CH2:4][C:5]1[CH:10]=[CH:9][C:8](OS(C(F)(F)F)(=O)=O)=[C:7]([O:19][C:20]2[CH:25]=[CH:24][C:23]([N+:26]([O-:28])=[O:27])=[CH:22][C:21]=2[CH2:29][S:30][CH2:31][C:32]([F:35])([F:34])[F:33])[CH:6]=1.[CH3:37][Si:38]([C:41]#[CH:42])([CH3:40])[CH3:39]. (2) Given the product [CH2:19]([N:26]1[CH2:35][CH:34]([CH3:1])[C:33]2[N:32]=[C:31]([Cl:36])[CH:30]=[CH:29][C:28]=2[CH2:27]1)[C:20]1[CH:21]=[CH:22][CH:23]=[CH:24][CH:25]=1, predict the reactants needed to synthesize it. The reactants are: [CH:1](NC(C)C)(C)C.CCCCCC.C([Li])CCC.[CH2:19]([N:26]1[CH2:35][CH2:34][C:33]2[N:32]=[C:31]([Cl:36])[CH:30]=[CH:29][C:28]=2[CH2:27]1)[C:20]1[CH:25]=[CH:24][CH:23]=[CH:22][CH:21]=1.CI.[Cl-].[NH4+]. (3) Given the product [CH3:42][O:41][C:39]([C:38]1[CH:37]=[C:36]([C:20]2[CH:21]=[CH:22][CH:23]=[C:18]([C:17]3[O:16][N:15]=[C:14]([CH3:33])[C:13]=3[NH:12][C:11]([O:10][CH:8]([C:3]3[CH:4]=[CH:5][CH:6]=[CH:7][C:2]=3[Cl:1])[CH3:9])=[O:34])[CH:19]=2)[CH:45]=[CH:44][CH:43]=1)=[O:40], predict the reactants needed to synthesize it. The reactants are: [Cl:1][C:2]1[CH:7]=[CH:6][CH:5]=[CH:4][C:3]=1[CH:8]([O:10][C:11](=[O:34])[NH:12][C:13]1[C:14]([CH3:33])=[N:15][O:16][C:17]=1[C:18]1[CH:23]=[CH:22][CH:21]=[C:20](B2OC(C)(C)C(C)(C)O2)[CH:19]=1)[CH3:9].Br[C:36]1[CH:37]=[C:38]([CH:43]=[CH:44][CH:45]=1)[C:39]([O:41][CH3:42])=[O:40]. (4) Given the product [F:52][C:2]1([F:1])[CH2:7][C@H:6]([O:8][C:9]2[C:14]([CH3:15])=[CH:13][C:12]([S:16]([NH:19][C:20]3[CH:25]=[CH:24][N:23]=[CH:22][N:21]=3)(=[O:17])=[O:18])=[C:11]([F:37])[CH:10]=2)[C@@H:5]([C:38]2[CH:42]=[N:41][NH:40][CH:39]=2)[CH2:4][CH2:3]1, predict the reactants needed to synthesize it. The reactants are: [F:1][C:2]1([F:52])[CH2:7][C@H:6]([O:8][C:9]2[C:14]([CH3:15])=[CH:13][C:12]([S:16]([N:19](CC3C=CC(OC)=CC=3OC)[C:20]3[CH:25]=[CH:24][N:23]=[CH:22][N:21]=3)(=[O:18])=[O:17])=[C:11]([F:37])[CH:10]=2)[C@@H:5]([C:38]2[CH:39]=[N:40][N:41](CC3C=CC(OC)=CC=3)[CH:42]=2)[CH2:4][CH2:3]1.C([SiH](CC)CC)C.FC(F)(F)C(O)=O.